This data is from Reaction yield outcomes from USPTO patents with 853,638 reactions. The task is: Predict the reaction yield, written as a fraction of the theoretical maximum amount of product (1.0 means a 100% yield; for example, 0.34 means a 34% yield). (1) The reactants are [C:1]1([C:9]([O:11]CC)=[O:10])([C:4]([O:6][CH2:7][CH3:8])=[O:5])[CH2:3][CH2:2]1.[OH-].[K+]. The catalyst is C(O)C.O. The product is [CH2:7]([O:6][C:4]([C:1]1([C:9]([OH:11])=[O:10])[CH2:2][CH2:3]1)=[O:5])[CH3:8]. The yield is 0.884. (2) The reactants are [F:1][C:2]([F:6])([F:5])[CH2:3][OH:4].[Br:7][C:8]1[CH:9]=[N:10][CH:11]=[C:12](Br)[CH:13]=1. No catalyst specified. The product is [Br:7][C:8]1[CH:9]=[N:10][CH:11]=[C:12]([O:4][CH2:3][C:2]([F:6])([F:5])[F:1])[CH:13]=1. The yield is 0.700. (3) The reactants are [Cl:1][C:2]1[CH:10]=[CH:9][C:8]([C:11]([F:14])([F:13])[F:12])=[CH:7][C:3]=1[C:4]([OH:6])=[O:5].[N+:15]([O-])([O-:17])=[O:16].[K+]. The catalyst is OS(O)(=O)=O. The product is [Cl:1][C:2]1[C:10]([N+:15]([O-:17])=[O:16])=[CH:9][C:8]([C:11]([F:12])([F:13])[F:14])=[CH:7][C:3]=1[C:4]([OH:6])=[O:5]. The yield is 0.900. (4) The reactants are Br[C:2]1[C:3]2[S:9][CH:8]=[C:7](Br)[C:4]=2[S:5][CH:6]=1.[CH2:11]([C:13]1[S:17][C:16]([Sn](C)(C)C)=[CH:15][CH:14]=1)[CH3:12]. The catalyst is C1C=CC(P(C2C=CC=CC=2)C2C=CC=CC=2)=CC=1.C1C=CC(P(C2C=CC=CC=2)C2C=CC=CC=2)=CC=1.C1C=CC(P(C2C=CC=CC=2)C2C=CC=CC=2)=CC=1.C1C=CC(P(C2C=CC=CC=2)C2C=CC=CC=2)=CC=1.[Pd].C1(C)C=CC=CC=1. The product is [CH2:11]([C:13]1[S:17][C:16]([C:2]2[C:3]3[S:9][CH:8]=[C:7]([C:6]4[S:5][C:4]([CH2:7][CH3:8])=[CH:3][CH:2]=4)[C:4]=3[S:5][CH:6]=2)=[CH:15][CH:14]=1)[CH3:12]. The yield is 0.700. (5) The reactants are C(O[C:4]([C:6]1[CH:7]=[C:8]2[C:12](=[CH:13][CH:14]=1)[NH:11][N:10]=[C:9]2[C:15]1[CH:24]=[CH:23][C:22]2[C:17](=[CH:18][CH:19]=[C:20]([O:25][CH2:26][C:27]3[CH:32]=[CH:31][CH:30]=[CH:29][N:28]=3)[CH:21]=2)[CH:16]=1)=[NH:5])C.[CH3:33][CH:34]([CH3:40])[CH2:35][C:36]([NH:38][NH2:39])=O.C(N(CC)CC)C. No catalyst specified. The product is [CH2:35]([C:36]1[NH:38][N:39]=[C:4]([C:6]2[CH:7]=[C:8]3[C:12](=[CH:13][CH:14]=2)[NH:11][N:10]=[C:9]3[C:15]2[CH:24]=[CH:23][C:22]3[C:17](=[CH:18][CH:19]=[C:20]([O:25][CH2:26][C:27]4[CH:32]=[CH:31][CH:30]=[CH:29][N:28]=4)[CH:21]=3)[CH:16]=2)[N:5]=1)[CH:34]([CH3:40])[CH3:33]. The yield is 0.260. (6) No catalyst specified. The reactants are [NH2:1][C:2]1[S:3]/[C:4](=[CH:8]\[C:9]2[CH:14]=[C:13]([O:15][CH3:16])[C:12]([OH:17])=[C:11]([Cl:18])[CH:10]=2)/[C:5](=[O:7])[N:6]=1.Br[CH2:20][C:21]([C:23]1[CH:32]=[CH:31][C:26]2[O:27][CH2:28][CH2:29][O:30][C:25]=2[CH:24]=1)=O. The product is [Cl:18][C:11]1[CH:10]=[C:9](/[CH:8]=[C:4]2/[C:5](=[O:7])[N:6]3[CH:20]=[C:21]([C:23]4[CH:32]=[CH:31][C:26]5[O:27][CH2:28][CH2:29][O:30][C:25]=5[CH:24]=4)[N:1]=[C:2]3[S:3]/2)[CH:14]=[C:13]([O:15][CH3:16])[C:12]=1[OH:17]. The yield is 0.250.